Dataset: Reaction yield outcomes from USPTO patents with 853,638 reactions. Task: Predict the reaction yield, written as a fraction of the theoretical maximum amount of product (1.0 means a 100% yield; for example, 0.34 means a 34% yield). (1) The reactants are [NH:1]1[CH2:6][CH2:5][NH:4][CH2:3][CH2:2]1.C(=O)([O-])[O-].[K+].[K+].Cl.F[C:15]1[CH:24]=[C:23]([F:25])[CH:22]=[C:21]2[C:16]=1[CH:17]=[CH:18][C:19]([CH3:26])=[N:20]2.CS(C)=O. The catalyst is O. The product is [CH3:26][C:19]1[CH:18]=[CH:17][C:16]2[C:21](=[CH:22][C:23]([F:25])=[CH:24][C:15]=2[N:1]2[CH2:6][CH2:5][NH:4][CH2:3][CH2:2]2)[N:20]=1. The yield is 0.210. (2) The reactants are [CH3:1][N:2]1[CH:11]=[C:10](B2OC(C)(C)C(C)(C)O2)[C:9]2[C:4](=[CH:5][CH:6]=[CH:7][CH:8]=2)[C:3]1=[O:21].Br[C:23]1[CH:28]=[C:27]([S:29]([CH3:32])(=[O:31])=[O:30])[CH:26]=[CH:25][C:24]=1[O:33][CH2:34][CH:35]1[CH2:37][CH2:36]1.[O-]P([O-])([O-])=O.[K+].[K+].[K+]. The catalyst is C1C=CC(P(C2C=CC=CC=2)[C-]2C=CC=C2)=CC=1.C1C=CC(P(C2C=CC=CC=2)[C-]2C=CC=C2)=CC=1.Cl[Pd]Cl.[Fe+2].O1CCOCC1.O. The product is [CH:35]1([CH2:34][O:33][C:24]2[CH:23]=[CH:28][C:27]([S:29]([CH3:32])(=[O:31])=[O:30])=[CH:26][C:25]=2[C:10]2[C:9]3[C:4](=[CH:5][CH:6]=[CH:7][CH:8]=3)[C:3](=[O:21])[N:2]([CH3:1])[CH:11]=2)[CH2:36][CH2:37]1. The yield is 0.600. (3) The reactants are C(O[BH-](OC(=O)C)OC(=O)C)(=O)C.[Na+].[CH:15]([C@H:17]1[CH2:26][C:25]2[C:20](=[CH:21][CH:22]=[CH:23][CH:24]=2)[CH2:19][N:18]1[C:27]([O:29][C:30]([CH3:33])([CH3:32])[CH3:31])=[O:28])=O.[CH3:34][O:35][C:36]1[CH:43]=[C:42]([O:44][CH3:45])[CH:41]=[CH:40][C:37]=1[CH2:38][NH2:39]. The catalyst is CO.C(Cl)Cl. The product is [CH3:34][O:35][C:36]1[CH:43]=[C:42]([O:44][CH3:45])[CH:41]=[CH:40][C:37]=1[CH2:38][NH:39][CH2:15][C@H:17]1[CH2:26][C:25]2[C:20](=[CH:21][CH:22]=[CH:23][CH:24]=2)[CH2:19][N:18]1[C:27]([O:29][C:30]([CH3:33])([CH3:32])[CH3:31])=[O:28]. The yield is 0.630. (4) The reactants are [CH:1]1([C:4]([CH:6]2[CH2:8][CH2:7]2)=[O:5])[CH2:3][CH2:2]1.[C:9]([Mg]Br)#[CH:10].[Cl-].[NH4+].Cl. The catalyst is C(OCC)C. The product is [CH:1]1([C:4]([CH:6]2[CH2:8][CH2:7]2)([OH:5])[C:9]#[CH:10])[CH2:3][CH2:2]1. The yield is 0.960. (5) The reactants are [C:1]([O:5][C:6]([N:8]1[CH2:13][CH2:12][C:11]([C:16]2[CH:21]=[CH:20][C:19]([Cl:22])=[CH:18][CH:17]=2)([C:14]#[N:15])[CH2:10][CH2:9]1)=[O:7])([CH3:4])([CH3:3])[CH3:2].[H][H]. The catalyst is C(O)C.[Ni]. The product is [C:1]([O:5][C:6]([N:8]1[CH2:9][CH2:10][C:11]([CH2:14][NH2:15])([C:16]2[CH:21]=[CH:20][C:19]([Cl:22])=[CH:18][CH:17]=2)[CH2:12][CH2:13]1)=[O:7])([CH3:4])([CH3:3])[CH3:2]. The yield is 0.690. (6) The reactants are Cl.[CH3:2][O:3][C:4](=[O:46])[NH:5][C@H:6]([C:10]([N:12]1[CH2:16][CH2:15][CH2:14][C@H:13]1[C:17]1[NH:18][CH:19]=[C:20]([C:22]2[CH:27]=[CH:26][C:25]([C:28]3[C:29]4[S:35][CH:34]=[C:33]([C:36]5[NH:37][C:38]([C@@H:41]6[CH2:45][CH2:44][CH2:43][NH:42]6)=[N:39][CH:40]=5)[C:30]=4[S:31][CH:32]=3)=[CH:24][CH:23]=2)[N:21]=1)=[O:11])[CH:7]([CH3:9])[CH3:8].[C:47]([O:51][C:52]([NH:54][C@H:55]([C:66]1[CH:71]=[CH:70][CH:69]=[CH:68][CH:67]=1)[C:56](N1CCC[C@H]1C(O)=O)=[O:57])=[O:53])(C)(C)C.CN(C(ON1N=NC2C=CC=NC1=2)=[N+](C)C)C.F[P-](F)(F)(F)(F)F.CCN(CC)CC. The catalyst is CN(C)C=O. The product is [CH3:2][O:3][C:4](=[O:46])[NH:5][C@H:6]([C:10]([N:12]1[CH2:16][CH2:15][CH2:14][C@H:13]1[C:17]1[NH:18][CH:19]=[C:20]([C:22]2[CH:27]=[CH:26][C:25]([C:28]3[C:29]4[S:35][CH:34]=[C:33]([C:36]5[NH:37][C:38]([C@@H:41]6[CH2:45][CH2:44][CH2:43][N:42]6[C:56](=[O:57])[C@H:55]([NH:54][C:52]([O:51][CH3:47])=[O:53])[C:66]6[CH:71]=[CH:70][CH:69]=[CH:68][CH:67]=6)=[N:39][CH:40]=5)[C:30]=4[S:31][CH:32]=3)=[CH:24][CH:23]=2)[N:21]=1)=[O:11])[CH:7]([CH3:9])[CH3:8]. The yield is 0.250. (7) The reactants are [C:1]([O:5][C:6]([C:8]1[C:12]([CH3:13])=[C:11]([C:14](=[O:24])[NH:15][CH2:16][CH2:17][CH2:18][CH2:19][CH2:20][CH2:21][CH2:22]C)[S:10][C:9]=1[NH:25][C:26]([NH:28][CH2:29][CH2:30][CH2:31][CH2:32][CH2:33][CH2:34][CH2:35][CH3:36])=[O:27])=[O:7])([CH3:4])([CH3:3])[CH3:2].C(N)C1C=CC=CC=1.C(Cl)(Cl)Cl. The catalyst is CO. The product is [C:1]([O:5][C:6]([C:8]1[C:12]([CH3:13])=[C:11]([C:14](=[O:24])[NH:15][CH2:16][C:17]2[CH:18]=[CH:19][CH:20]=[CH:21][CH:22]=2)[S:10][C:9]=1[NH:25][C:26]([NH:28][CH2:29][CH2:30][CH2:31][CH2:32][CH2:33][CH2:34][CH2:35][CH3:36])=[O:27])=[O:7])([CH3:2])([CH3:3])[CH3:4]. The yield is 0.990. (8) The reactants are [Br:1][C:2]1[CH:3]=[C:4]2[C:9](=[CH:10][CH:11]=1)[NH:8][C:7]([CH3:13])([CH3:12])[CH:6]=[C:5]2[CH3:14].[C:15](O[C:15]([O:17][C:18]([CH3:21])([CH3:20])[CH3:19])=[O:16])([O:17][C:18]([CH3:21])([CH3:20])[CH3:19])=[O:16].[Cl-].[NH4+]. The catalyst is O1CCCC1. The product is [Br:1][C:2]1[CH:3]=[C:4]2[C:9](=[CH:10][CH:11]=1)[N:8]([C:15]([O:17][C:18]([CH3:21])([CH3:20])[CH3:19])=[O:16])[C:7]([CH3:13])([CH3:12])[CH:6]=[C:5]2[CH3:14]. The yield is 0.940. (9) The reactants are C(=O)([O-])[O-].[K+].[K+].[CH2:7](Br)[C:8]1[CH:13]=[CH:12][CH:11]=[CH:10][CH:9]=1.[CH2:15]([C:17]1[CH:22]=[CH:21][C:20]([O:23][CH2:24][CH2:25][CH3:26])=[CH:19][C:18]=1[OH:27])[CH3:16]. The catalyst is CN(C=O)C. The product is [CH2:7]([O:27][C:18]1[CH:19]=[C:20]([O:23][CH2:24][CH2:25][CH3:26])[CH:21]=[CH:22][C:17]=1[CH2:15][CH3:16])[C:8]1[CH:13]=[CH:12][CH:11]=[CH:10][CH:9]=1. The yield is 0.550. (10) The reactants are [F:1][C:2]1[C:3]([CH:8]=O)=[N:4][CH:5]=[CH:6][CH:7]=1.Cl.[NH2:11][OH:12].[OH-].[Na+].Cl. The catalyst is C(O)C.O. The product is [F:1][C:2]1[C:3]([CH:8]=[N:11][OH:12])=[N:4][CH:5]=[CH:6][CH:7]=1. The yield is 0.770.